Dataset: Full USPTO retrosynthesis dataset with 1.9M reactions from patents (1976-2016). Task: Predict the reactants needed to synthesize the given product. (1) Given the product [NH2:1][N:2]1[C:14](=[O:13])[C:15]2[C:16](=[CH:18][CH:19]=[CH:20][CH:21]=2)[N:17]=[C:12]1[C:6]12[CH2:7][CH:8]3[CH2:11][CH:4]([CH2:3][CH:10]1[CH2:9]3)[CH2:5]2, predict the reactants needed to synthesize it. The reactants are: [NH2:1][NH2:2].[CH2:3]1[CH:10]2[C:6]3([C:12]4[O:13][C:14](=O)[C:15]5[CH:21]=[CH:20][CH:19]=[CH:18][C:16]=5[N:17]=4)[CH2:7][CH:8]([CH2:11][CH:4]1[CH2:5]3)[CH2:9]2. (2) The reactants are: [Cl:1][C:2]1[C:7]([C:8]([OH:10])=O)=[CH:6][N:5]=[CH:4][CH:3]=1.S(Cl)([Cl:13])=O. Given the product [ClH:1].[Cl:1][C:2]1[C:7]([C:8]([Cl:13])=[O:10])=[CH:6][N:5]=[CH:4][CH:3]=1, predict the reactants needed to synthesize it. (3) The reactants are: [Cl:1][C:2]1[CH:7]=[C:6]2[NH:8][C:9](=[O:40])[C:10]3([CH:15]([C:16]4[CH:21]=[CH:20][CH:19]=[C:18]([Cl:22])[CH:17]=4)[CH2:14][C:13](=[O:23])[NH:12][CH:11]3[C:24]3[CH:29]=[C:28](I)[CH:27]=[CH:26][C:25]=3[O:31][C:32]3[C:33]([CH3:39])=[N:34][N:35]([CH3:38])[C:36]=3[CH3:37])[C:5]2=[CH:4][CH:3]=1.C[Si]([C:45]#[CH:46])(C)C.C(N(CC)CC)C.[OH-].[Na+]. Given the product [Cl:1][C:2]1[CH:7]=[C:6]2[NH:8][C:9](=[O:40])[C:10]3([CH:15]([C:16]4[CH:21]=[CH:20][CH:19]=[C:18]([Cl:22])[CH:17]=4)[CH2:14][C:13](=[O:23])[NH:12][CH:11]3[C:24]3[CH:29]=[C:28]([C:45]#[CH:46])[CH:27]=[CH:26][C:25]=3[O:31][C:32]3[C:33]([CH3:39])=[N:34][N:35]([CH3:38])[C:36]=3[CH3:37])[C:5]2=[CH:4][CH:3]=1, predict the reactants needed to synthesize it. (4) Given the product [CH2:17]([O:24][CH2:6][C:5]1[CH:4]=[CH:3][CH:13]=[CH:12][CH:11]=1)[C:18]1[CH:23]=[CH:22][CH:21]=[CH:20][CH:19]=1, predict the reactants needed to synthesize it. The reactants are: C([C:3]1[CH:4]=[C:5]([CH:11]=[CH:12][C:13]=1F)[CH2:6]NC(N)=O)#N.[H-].[Na+].[CH2:17]([O:24]C1C=CC(CCl)=CC=1)[C:18]1[CH:23]=[CH:22][CH:21]=[CH:20][CH:19]=1. (5) Given the product [F:18][C:17]1[CH:16]=[CH:15][C:12]([CH:13]2[C:22]3[C:21](=[O:27])[C:20]([CH3:28])([CH3:19])[CH2:25][CH2:24][C:23]=3[NH:1][C:2]3[N:6]([CH3:7])[NH:5][C:4](=[O:8])[C:3]2=3)=[CH:11][C:10]=1[I:9], predict the reactants needed to synthesize it. The reactants are: [NH2:1][C:2]1[N:6]([CH3:7])[NH:5][C:4](=[O:8])[CH:3]=1.[I:9][C:10]1[CH:11]=[C:12]([CH:15]=[CH:16][C:17]=1[F:18])[CH:13]=O.[CH3:19][C:20]1([CH3:28])[CH2:25][CH2:24][C:23](=O)[CH2:22][C:21]1=[O:27]. (6) Given the product [NH2:15][C:11]1[CH:10]=[C:9]([NH:8][C:6](=[O:7])[C:5]2[CH:18]=[CH:19][C:2]([F:1])=[CH:3][CH:4]=2)[CH:14]=[CH:13][CH:12]=1, predict the reactants needed to synthesize it. The reactants are: [F:1][C:2]1[CH:19]=[CH:18][C:5]([C:6]([NH:8][C:9]2[CH:14]=[CH:13][CH:12]=[C:11]([N+:15]([O-])=O)[CH:10]=2)=[O:7])=[CH:4][CH:3]=1.[Sn](Cl)(Cl)(Cl)Cl.Cl.